The task is: Predict hERG channel inhibition at various concentrations.. This data is from hERG Central: cardiac toxicity at 1µM, 10µM, and general inhibition. (1) The molecule is CCOc1ccc(N2CC(C(=O)N3CCN(c4ccccn4)CC3)CC2=O)cc1. Results: hERG_inhib (hERG inhibition (general)): blocker. (2) The drug is COc1ccc(C(=O)NC2CC2)cc1OC1CCN(Cc2ccc(F)cc2)CC1. Results: hERG_inhib (hERG inhibition (general)): blocker. (3) The drug is CCOc1ccc(C(=O)NCCCN(CC)CC)cc1. Results: hERG_inhib (hERG inhibition (general)): blocker. (4) The drug is CCCCN(CC)CCNC(=O)c1cc2cc3ccc(Cl)cc3nc2o1. Results: hERG_inhib (hERG inhibition (general)): blocker. (5) The molecule is O=C(Nc1ccc(N2CCN(C(=O)c3ccc(Cl)cc3)CC2)cc1)c1ccc(Br)o1. Results: hERG_inhib (hERG inhibition (general)): blocker.